Dataset: Forward reaction prediction with 1.9M reactions from USPTO patents (1976-2016). Task: Predict the product of the given reaction. Given the reactants [CH3:1][C:2]1[CH:3]=[CH:4][C:5]2[CH2:6][C:7]3[C:20]([C:21](=O)[C:22]=2[CH:23]=1)=[CH:19][C:18]1[CH2:17][C:16]2[C:11](=[CH:12][C:13]([CH3:25])=[CH:14][CH:15]=2)[C:10](=O)[C:9]=1[CH:8]=3, predict the reaction product. The product is: [CH3:1][C:2]1[CH:3]=[CH:4][C:5]2[C:22](=[CH:21][C:20]3[C:7]([CH:6]=2)=[CH:8][C:9]2[C:18](=[CH:17][C:16]4[C:11]([CH:10]=2)=[CH:12][C:13]([CH3:25])=[CH:14][CH:15]=4)[CH:19]=3)[CH:23]=1.